Task: Predict which catalyst facilitates the given reaction.. Dataset: Catalyst prediction with 721,799 reactions and 888 catalyst types from USPTO (1) Reactant: C([O:3][C:4](=[O:45])[CH2:5][O:6][C:7]1[CH:12]=[CH:11][C:10]([S:13]([N:16]2[CH2:25][CH:24]([CH2:26][CH2:27][C:28]3[CH:33]=[CH:32][CH:31]=[CH:30][CH:29]=3)[C:23]3[C:18](=[CH:19][C:20]([C:34]4[CH:39]=[CH:38][C:37]([C:40]([F:43])([F:42])[F:41])=[CH:36][CH:35]=4)=[CH:21][CH:22]=3)[CH2:17]2)(=[O:15])=[O:14])=[CH:9][C:8]=1[CH3:44])C.[OH-].[Na+]. Product: [CH3:44][C:8]1[CH:9]=[C:10]([S:13]([N:16]2[CH2:25][CH:24]([CH2:26][CH2:27][C:28]3[CH:33]=[CH:32][CH:31]=[CH:30][CH:29]=3)[C:23]3[C:18](=[CH:19][C:20]([C:34]4[CH:35]=[CH:36][C:37]([C:40]([F:42])([F:43])[F:41])=[CH:38][CH:39]=4)=[CH:21][CH:22]=3)[CH2:17]2)(=[O:14])=[O:15])[CH:11]=[CH:12][C:7]=1[O:6][CH2:5][C:4]([OH:45])=[O:3]. The catalyst class is: 8. (2) Reactant: [CH2:1]([O:3][C:4]([C:6]1[O:7][C:8]2[CH:15]=[CH:14][CH:13]=[C:12]([NH:16]C(OC(C)(C)C)=O)[C:9]=2[C:10]=1[CH3:11])=[O:5])[CH3:2].FC(F)(F)C(O)=O. Product: [CH2:1]([O:3][C:4]([C:6]1[O:7][C:8]2[CH:15]=[CH:14][CH:13]=[C:12]([NH2:16])[C:9]=2[C:10]=1[CH3:11])=[O:5])[CH3:2]. The catalyst class is: 26. (3) Reactant: Cl.[NH2:2][C:3]1[CH:8]=[C:7]([Br:9])[C:6]([F:10])=[CH:5][C:4]=1[OH:11].Br[C:13]([CH3:18])([CH3:17])[C:14](Br)=[O:15].CCN(C(C)C)C(C)C.C([O-])([O-])=O.[K+].[K+]. Product: [Br:9][C:7]1[C:6]([F:10])=[CH:5][C:4]2[O:11][C:13]([CH3:18])([CH3:17])[C:14](=[O:15])[NH:2][C:3]=2[CH:8]=1. The catalyst class is: 701. (4) Reactant: [CH2:1]([C:8]1[S:12][C:11]([NH:13][C:14](=[O:22])[C:15]2[CH:20]=[CH:19][C:18]([F:21])=[CH:17][CH:16]=2)=[N:10][C:9]=1[C:23]1[CH:28]=[CH:27][C:26]([O:29]C)=[CH:25][CH:24]=1)[C:2]1[CH:7]=[CH:6][CH:5]=[CH:4][CH:3]=1. Product: [CH2:1]([C:8]1[S:12][C:11]([NH:13][C:14](=[O:22])[C:15]2[CH:20]=[CH:19][C:18]([F:21])=[CH:17][CH:16]=2)=[N:10][C:9]=1[C:23]1[CH:24]=[CH:25][C:26]([OH:29])=[CH:27][CH:28]=1)[C:2]1[CH:7]=[CH:6][CH:5]=[CH:4][CH:3]=1. The catalyst class is: 4. (5) Reactant: [H-].[Al+3].[Li+].[H-].[H-].[H-].C[O:8][C:9]([C:11]1[N:12]([CH3:28])[C:13]([C:17]2[CH:22]=[CH:21][CH:20]=[C:19]([O:23][C:24]([F:27])([F:26])[F:25])[CH:18]=2)=[N:14][C:15]=1[Br:16])=O.CCOC(C)=O.Cl. Product: [Br:16][C:15]1[N:14]=[C:13]([C:17]2[CH:22]=[CH:21][CH:20]=[C:19]([O:23][C:24]([F:27])([F:26])[F:25])[CH:18]=2)[N:12]([CH3:28])[C:11]=1[CH2:9][OH:8]. The catalyst class is: 20. (6) Reactant: [OH:1][C:2]1[CH:7]=[CH:6][N:5]=[CH:4][C:3]=1[N+:8]([O-:10])=[O:9].[Br-:11]. Product: [Br:11][C:7]1[CH:6]=[N:5][CH:4]=[C:3]([N+:8]([O-:10])=[O:9])[C:2]=1[OH:1]. The catalyst class is: 6. (7) Reactant: [F:1][C:2]1[CH:7]=[CH:6][C:5]([C:8]2[S:16][C:15]3[C:14](=[O:17])[N:13]([CH:18]4[CH2:23][CH2:22][N:21](C(OC(C)(C)C)=O)[CH2:20][CH2:19]4)[C:12](=[O:31])[N:11]([CH2:32][C:33]4[CH:38]=[CH:37][C:36]([CH3:39])=[C:35]([F:40])[CH:34]=4)[C:10]=3[CH:9]=2)=[C:4]([O:41][CH3:42])[CH:3]=1.[ClH:43].C(OCC)C. Product: [ClH:43].[F:1][C:2]1[CH:7]=[CH:6][C:5]([C:8]2[S:16][C:15]3[C:14](=[O:17])[N:13]([CH:18]4[CH2:23][CH2:22][NH:21][CH2:20][CH2:19]4)[C:12](=[O:31])[N:11]([CH2:32][C:33]4[CH:38]=[CH:37][C:36]([CH3:39])=[C:35]([F:40])[CH:34]=4)[C:10]=3[CH:9]=2)=[C:4]([O:41][CH3:42])[CH:3]=1. The catalyst class is: 135. (8) The catalyst class is: 18. Reactant: [CH3:1][NH:2][CH2:3][C:4]1[O:5][C:6]2[CH:13]=[CH:12][CH:11]=[CH:10][C:7]=2[C:8]=1[CH3:9].[O:14]=[C:15]1[CH2:20][O:19][C:18]2[CH:21]=[C:22]([CH:25]=[CH:26][C:27](O)=[O:28])[CH:23]=[N:24][C:17]=2[NH:16]1.ON1C2C=CC=CC=2N=N1.C(N(C(C)C)CC)(C)C.CN(C)CCCN=C=NCC. Product: [CH3:1][N:2]([CH2:3][C:4]1[O:5][C:6]2[CH:13]=[CH:12][CH:11]=[CH:10][C:7]=2[C:8]=1[CH3:9])[C:27](=[O:28])/[CH:26]=[CH:25]/[C:22]1[CH:23]=[N:24][C:17]2[NH:16][C:15](=[O:14])[CH2:20][O:19][C:18]=2[CH:21]=1.